Task: Predict the reactants needed to synthesize the given product.. Dataset: Full USPTO retrosynthesis dataset with 1.9M reactions from patents (1976-2016) (1) Given the product [CH3:9][O:8][C:6]([C:5]1[CH:4]=[N:2][N:21]([C:16]2[C:15]([CH3:14])=[CH:20][CH:19]=[CH:18][N:17]=2)[C:11]=1[CH3:12])=[O:7], predict the reactants needed to synthesize it. The reactants are: C[N:2]([CH:4]=[C:5]([C:11](=O)[CH3:12])[C:6]([O:8][CH2:9]C)=[O:7])C.[CH3:14][C:15]1[C:16]([NH:21]N)=[N:17][CH:18]=[CH:19][CH:20]=1. (2) Given the product [ClH:25].[CH3:1][O:2][C:3]1[CH:4]=[C:5]2[C:9](=[CH:10][C:11]=1[O:12][CH3:13])[N:8]([C:14]1[N:15]=[CH:16][C:17]([NH2:20])=[CH:18][CH:19]=1)[CH2:7][CH2:6]2, predict the reactants needed to synthesize it. The reactants are: [CH3:1][O:2][C:3]1[CH:4]=[C:5]2[C:9](=[CH:10][C:11]=1[O:12][CH3:13])[N:8]([C:14]1[CH:19]=[CH:18][C:17]([N+:20]([O-])=O)=[CH:16][N:15]=1)[CH2:7][CH2:6]2.[H][H].[ClH:25]. (3) Given the product [CH3:16][NH:17][C:18]([C:20]1[C:28]2[C:23](=[CH:24][C:25]([O:29][C:2]3[CH:7]=[CH:6][N:5]=[C:4]4[CH:8]=[C:9]([C:11]5[S:12][CH:13]=[CH:14][N:15]=5)[S:10][C:3]=34)=[CH:26][CH:27]=2)[N:22]([CH3:30])[C:21]=1[CH3:31])=[O:19], predict the reactants needed to synthesize it. The reactants are: Cl[C:2]1[CH:7]=[CH:6][N:5]=[C:4]2[CH:8]=[C:9]([C:11]3[S:12][CH:13]=[CH:14][N:15]=3)[S:10][C:3]=12.[CH3:16][NH:17][C:18]([C:20]1[C:28]2[C:23](=[CH:24][C:25]([OH:29])=[CH:26][CH:27]=2)[N:22]([CH3:30])[C:21]=1[CH3:31])=[O:19].C([O-])([O-])=O.[Cs+].[Cs+]. (4) Given the product [C:12]([O:11][C:9]([NH:16][C:17]1[C:22]([CH3:24])=[CH:21][CH:20]=[CH:19][N:18]=1)=[O:10])([CH3:13])([CH3:14])[CH3:15], predict the reactants needed to synthesize it. The reactants are: [C:9](O[C:9]([O:11][C:12]([CH3:15])([CH3:14])[CH3:13])=[O:10])([O:11][C:12]([CH3:15])([CH3:14])[CH3:13])=[O:10].[NH2:16][C:17]1(C)[CH:22]=[CH:21][CH:20]=[CH:19][NH:18]1.[CH3:24]CCCCC. (5) Given the product [CH3:28][C:26]1[CH:25]=[CH:24][N:23]=[C:22]([NH:21][C:19]2[S:20][C:14]3[CH2:13][CH2:12][CH:11]([CH3:29])[C:10]4[C:16](=[CH:17][NH:8][N:9]=4)[C:15]=3[N:18]=2)[N:27]=1, predict the reactants needed to synthesize it. The reactants are: COC1C=CC(C[N:8]2[CH:17]=[C:16]3[C:10]([CH:11]([CH3:29])[CH2:12][CH2:13][C:14]4[S:20][C:19]([NH:21][C:22]5[N:27]=[C:26]([CH3:28])[CH:25]=[CH:24][N:23]=5)=[N:18][C:15]=43)=[N:9]2)=CC=1. (6) Given the product [C:1]([C:4]1[CH:15]=[CH:14][C:7]([CH2:8][CH2:9][OH:16])=[CH:6][CH:5]=1)(=[O:3])[CH3:2], predict the reactants needed to synthesize it. The reactants are: [C:1]([C:4]1[CH:15]=[CH:14][C:7]([CH2:8][CH2:9]CC([O-])=O)=[CH:6][CH:5]=1)(=[O:3])[CH3:2].[OH-:16].[Na+].CO.O.